This data is from Full USPTO retrosynthesis dataset with 1.9M reactions from patents (1976-2016). The task is: Predict the reactants needed to synthesize the given product. (1) Given the product [NH2:12][CH2:13][CH2:14][CH2:15][CH2:16][NH:17][C:4]1[C:5]2[CH:10]=[CH:9][NH:8][C:6]=2[N:7]=[C:2]([Cl:1])[N:3]=1, predict the reactants needed to synthesize it. The reactants are: [Cl:1][C:2]1[N:3]=[C:4](Cl)[C:5]2[CH:10]=[CH:9][NH:8][C:6]=2[N:7]=1.[NH2:12][CH2:13][CH2:14][CH2:15][CH2:16][NH2:17].C(N(CC)CC)C. (2) Given the product [CH3:16][C:10]1[N:11]=[C:12]([NH:14][CH3:15])[S:13][C:9]=1[C:7]1[C:4]([C:3]#[N:2])=[CH:5][N:28]=[C:26]([NH:25][C:22]2[CH:23]=[CH:24][C:19]([CH3:18])=[C:20]([S:29]([N:32]3[CH2:33][CH2:34][O:35][CH2:36][CH2:37]3)(=[O:30])=[O:31])[CH:21]=2)[N:27]=1, predict the reactants needed to synthesize it. The reactants are: C[N:2](C)[CH:3]=[C:4]([C:7]([C:9]1[S:13][C:12]([NH:14][CH3:15])=[N:11][C:10]=1[CH3:16])=O)[C:5]#N.[CH3:18][C:19]1[CH:24]=[CH:23][C:22]([NH:25][C:26]([NH2:28])=[NH:27])=[CH:21][C:20]=1[S:29]([N:32]1[CH2:37][CH2:36][O:35][CH2:34][CH2:33]1)(=[O:31])=[O:30]. (3) Given the product [F:72][C:66]1[C:67]([F:71])=[CH:68][CH:69]=[CH:70][C:65]=1[CH2:64][S:63][C:49]1[N:48]=[C:47]([CH2:1][S:2]([NH2:5])(=[O:4])=[O:3])[CH:52]=[C:51]([O:53][C@@H:54]([C@@H:56]2[CH2:60][O:59][C:58]([CH3:61])([CH3:62])[O:57]2)[CH3:55])[N:50]=1, predict the reactants needed to synthesize it. The reactants are: [CH3:1][S:2]([NH2:5])(=[O:4])=[O:3].C1(P(C2CCCCC2)C2C=CC=CC=2C2C(C(C)C)=CC(C(C)C)=CC=2C(C)C)CCCCC1.C(=O)([O-])[O-].[Cs+].[Cs+].Cl[C:47]1[CH:52]=[C:51]([O:53][C@@H:54]([C@@H:56]2[CH2:60][O:59][C:58]([CH3:62])([CH3:61])[O:57]2)[CH3:55])[N:50]=[C:49]([S:63][CH2:64][C:65]2[CH:70]=[CH:69][CH:68]=[C:67]([F:71])[C:66]=2[F:72])[N:48]=1.